From a dataset of Forward reaction prediction with 1.9M reactions from USPTO patents (1976-2016). Predict the product of the given reaction. Given the reactants [CH2:1]([N:8]1[CH2:12][CH:11]([NH:13][CH2:14][C:15]2[CH:20]=[C:19]([C:21]([F:24])([F:23])[F:22])[CH:18]=[C:17]([C:25]([F:28])([F:27])[F:26])[CH:16]=2)[CH2:10][CH:9]1[C:29]([OH:31])=O)[C:2]1[CH:7]=[CH:6][CH:5]=[CH:4][CH:3]=1.Cl.C(N=C=NCCCN(C)C)C.ON1C2C=CC=CC=2N=N1.[F:54][C:55]([F:69])([F:68])[C:56]1[CH:57]=[C:58]([N:62]2[CH2:67][CH2:66][NH:65][CH2:64][CH2:63]2)[CH:59]=[CH:60][CH:61]=1, predict the reaction product. The product is: [CH2:1]([N:8]1[CH2:12][C@@H:11]([NH:13][CH2:14][C:15]2[CH:16]=[C:17]([C:25]([F:28])([F:26])[F:27])[CH:18]=[C:19]([C:21]([F:23])([F:22])[F:24])[CH:20]=2)[CH2:10][C@H:9]1[C:29]([N:65]1[CH2:64][CH2:63][N:62]([C:58]2[CH:59]=[CH:60][CH:61]=[C:56]([C:55]([F:68])([F:69])[F:54])[CH:57]=2)[CH2:67][CH2:66]1)=[O:31])[C:2]1[CH:3]=[CH:4][CH:5]=[CH:6][CH:7]=1.